Dataset: Forward reaction prediction with 1.9M reactions from USPTO patents (1976-2016). Task: Predict the product of the given reaction. (1) The product is: [F:33][C:34]1[CH:39]=[C:38]([F:40])[CH:37]=[CH:36][C:35]=1[O:41][C:2]1[CH:7]=[CH:6][C:5]([S:8]([CH3:11])(=[O:10])=[O:9])=[CH:4][C:3]=1[C:12]1[C:13]2[CH:22]=[CH:21][NH:20][C:14]=2[C:15](=[O:19])[N:16]([CH3:18])[CH:17]=1. Given the reactants F[C:2]1[CH:7]=[CH:6][C:5]([S:8]([CH3:11])(=[O:10])=[O:9])=[CH:4][C:3]=1[C:12]1[C:13]2[CH:22]=[CH:21][N:20](S(C3C=CC(C)=CC=3)(=O)=O)[C:14]=2[C:15](=[O:19])[N:16]([CH3:18])[CH:17]=1.[F:33][C:34]1[CH:39]=[C:38]([F:40])[CH:37]=[CH:36][C:35]=1[OH:41].C(=O)([O-])[O-].[Cs+].[Cs+], predict the reaction product. (2) Given the reactants [C:1]1([CH2:17][O:18][CH2:19][CH2:20][CH2:21][CH2:22][CH2:23][CH2:24][NH2:25])[C:14]2[C:15]3=[C:16]4[C:11](=[CH:12][CH:13]=2)[CH:10]=[CH:9][CH:8]=[C:7]4[CH:6]=[CH:5][C:4]3=[CH:3][CH:2]=1.[N:26]([CH2:29][CH2:30][CH2:31][CH2:32][CH2:33][CH2:34][N:35]=[C:36]=[O:37])=[C:27]=[O:28], predict the reaction product. The product is: [CH2:34]([NH:35][C:36]([NH:25][CH2:24][CH2:23][CH2:22][CH2:21][CH2:20][CH2:19][O:18][CH2:17][C:1]1[C:14]2[C:15]3=[C:16]4[C:11](=[CH:12][CH:13]=2)[CH:10]=[CH:9][CH:8]=[C:7]4[CH:6]=[CH:5][C:4]3=[CH:3][CH:2]=1)=[O:37])[CH2:33][CH2:32][CH2:31][CH2:30][CH2:29][NH:26][C:27]([NH:25][CH2:24][CH2:23][CH2:22][CH2:21][CH2:20][CH2:19][O:18][CH2:17][C:1]1[C:14]2[C:15]3=[C:16]4[C:11](=[CH:12][CH:13]=2)[CH:10]=[CH:9][CH:8]=[C:7]4[CH:6]=[CH:5][C:4]3=[CH:3][CH:2]=1)=[O:28].